Dataset: Full USPTO retrosynthesis dataset with 1.9M reactions from patents (1976-2016). Task: Predict the reactants needed to synthesize the given product. (1) Given the product [C:1]([NH:4][C:5]1[N:9]([C:10]2[CH:15]=[C:14]([S:16][CH2:17][C:18]([F:19])([F:20])[F:21])[C:13]([CH3:22])=[CH:12][C:11]=2[F:23])[N:8]=[C:7]([O:24][CH2:25][C:35]([F:48])([F:49])[C:34]([F:50])([F:51])[C:33]([F:52])([F:53])[C:32]([F:31])([F:54])[F:55])[CH:6]=1)(=[O:3])[CH3:2], predict the reactants needed to synthesize it. The reactants are: [C:1]([NH:4][C:5]1[N:9]([C:10]2[CH:15]=[C:14]([S:16][CH2:17][C:18]([F:21])([F:20])[F:19])[C:13]([CH3:22])=[CH:12][C:11]=2[F:23])[N:8]=[C:7]([OH:24])[CH:6]=1)(=[O:3])[CH3:2].[C:25](=O)([O-])[O-].[K+].[K+].[F:31][C:32]([F:55])([F:54])[C:33]([F:53])([F:52])[C:34]([F:51])([F:50])[C:35]([F:49])([F:48])S(OCC(F)(F)C(F)(F)F)(=O)=O. (2) Given the product [Br:27][C:28]1[CH:29]=[CH:30][C:31]([Cl:44])=[C:32]([C:34]([C:36]2[CH:41]=[CH:40][C:39]([CH2:42][CH3:43])=[CH:38][CH:37]=2)=[O:35])[CH:33]=1, predict the reactants needed to synthesize it. The reactants are: BrC1C=CC(Cl)=C(C=1)C(O)=O.C(Cl)(=O)C(Cl)=O.Cl.[OH-].[K+].[Al+3].[Cl-].[Cl-].[Cl-].[OH-].[Na+].[Br:27][C:28]1[CH:29]=[CH:30][C:31]([Cl:44])=[C:32]([C:34]([C:36]2[CH:41]=[CH:40][C:39]([CH2:42][CH3:43])=[CH:38][CH:37]=2)=[O:35])[CH:33]=1.BrC1C=CC(Cl)=C(C(C2C=CC=CC=2CC)=O)C=1. (3) Given the product [CH2:28]([C:27]1[CH:26]=[CH:25][CH:24]=[C:23]([CH2:30][CH3:31])[C:22]=1[C:4]1[N:3]=[C:2]([N:45]2[CH2:46][CH2:47][C:42]3([O:41][CH2:40][CH2:39][O:38]3)[CH2:43][CH2:44]2)[C:7]([CH2:8][N:9]([CH3:20])[C@@H:10]2[C:19]3[C:14](=[CH:15][CH:16]=[CH:17][CH:18]=3)[CH2:13][CH2:12][CH2:11]2)=[C:6]([CH3:21])[N:5]=1)[CH3:29], predict the reactants needed to synthesize it. The reactants are: Cl[C:2]1[C:7]([CH2:8][N:9]([CH3:20])[C@@H:10]2[C:19]3[C:14](=[CH:15][CH:16]=[CH:17][CH:18]=3)[CH2:13][CH2:12][CH2:11]2)=[C:6]([CH3:21])[N:5]=[C:4]([C:22]2[C:27]([CH2:28][CH3:29])=[CH:26][CH:25]=[CH:24][C:23]=2[CH2:30][CH3:31])[N:3]=1.CC(N(C)C)=O.[O:38]1[C:42]2([CH2:47][CH2:46][NH:45][CH2:44][CH2:43]2)[O:41][CH2:40][CH2:39]1.C([O-])(O)=O.[Na+]. (4) Given the product [Br:10][C:11]1[CH:18]=[C:17]([O:9][C:5]2[CH:6]=[CH:7][CH:8]=[C:3]([O:2][CH3:1])[CH:4]=2)[CH:16]=[CH:15][C:12]=1[CH:13]=[O:14], predict the reactants needed to synthesize it. The reactants are: [CH3:1][O:2][C:3]1[CH:4]=[C:5]([OH:9])[CH:6]=[CH:7][CH:8]=1.[Br:10][C:11]1[CH:18]=[C:17](F)[CH:16]=[CH:15][C:12]=1[CH:13]=[O:14].C([O-])([O-])=O.[K+].[K+].